Dataset: Peptide-MHC class I binding affinity with 185,985 pairs from IEDB/IMGT. Task: Regression. Given a peptide amino acid sequence and an MHC pseudo amino acid sequence, predict their binding affinity value. This is MHC class I binding data. (1) The peptide sequence is QTHFPQFYW. The MHC is HLA-B44:02 with pseudo-sequence HLA-B44:02. The binding affinity (normalized) is 0.0847. (2) The peptide sequence is IPQSLDSGWTSL. The MHC is H-2-Ld with pseudo-sequence H-2-Ld. The binding affinity (normalized) is 0.606. (3) The MHC is HLA-A02:03 with pseudo-sequence HLA-A02:03. The binding affinity (normalized) is 0.519. The peptide sequence is YMISTYPGNT. (4) The MHC is Mamu-B17 with pseudo-sequence Mamu-B17. The binding affinity (normalized) is 0.141. The peptide sequence is FHKNMIKTY. (5) The peptide sequence is LMIFISSFLL. The MHC is HLA-A02:03 with pseudo-sequence HLA-A02:03. The binding affinity (normalized) is 0.595. (6) The peptide sequence is ALTDVEKRIL. The MHC is HLA-A02:03 with pseudo-sequence HLA-A02:03. The binding affinity (normalized) is 0.552.